This data is from Reaction yield outcomes from USPTO patents with 853,638 reactions. The task is: Predict the reaction yield, written as a fraction of the theoretical maximum amount of product (1.0 means a 100% yield; for example, 0.34 means a 34% yield). (1) The reactants are Cl[C:2]1[N:7]=[CH:6][C:5]([CH3:8])=[CH:4][CH:3]=1.[NH:9]1[CH2:14][CH2:13][NH:12][CH2:11][CH2:10]1.C(=O)([O-])[O-].[Na+].[Na+]. The catalyst is CC(N(C)C)=O.O. The product is [CH3:8][C:5]1[CH:4]=[CH:3][C:2]([N:9]2[CH2:14][CH2:13][NH:12][CH2:11][CH2:10]2)=[N:7][CH:6]=1. The yield is 0.170. (2) The reactants are [OH:1][C:2]1[CH:3]=[C:4]([NH:8][S:9]([C:12]2[CH:25]=[CH:24][C:23]3[C:22](=O)[C:21]4[C:16](=[CH:17][C:18]([S:27]([NH:30][C:31]5[CH:36]=[CH:35][CH:34]=[C:33]([OH:37])[CH:32]=5)(=[O:29])=[O:28])=[CH:19][CH:20]=4)[C:15](=[O:38])[C:14]=3[CH:13]=2)(=[O:11])=[O:10])[CH:5]=[CH:6][CH:7]=1.Cl.[NH2:40][OH:41]. The catalyst is CO. The product is [OH:41][N:40]=[C:22]1[C:23]2[C:14](=[CH:13][C:12]([S:9]([NH:8][C:4]3[CH:5]=[CH:6][CH:7]=[C:2]([OH:1])[CH:3]=3)(=[O:11])=[O:10])=[CH:25][CH:24]=2)[C:15](=[O:38])[C:16]2[CH:17]=[C:18]([S:27]([NH:30][C:31]3[CH:36]=[CH:35][CH:34]=[C:33]([OH:37])[CH:32]=3)(=[O:29])=[O:28])[CH:19]=[CH:20][C:21]1=2. The yield is 0.180. (3) The reactants are [CH3:1][O:2][CH2:3][CH2:4][CH2:5][O:6][C:7]1[CH:12]=[CH:11][N:10]=[C:9]([CH2:13][S:14][C:15]2[NH:19][C:18]3[CH:20]=[CH:21][CH:22]=[CH:23][C:17]=3[N:16]=2)[C:8]=1[CH3:24].[OH-:25].[Na+]. The catalyst is ClCCl. The product is [CH3:1][O:2][CH2:3][CH2:4][CH2:5][O:6][C:7]1[CH:12]=[CH:11][N:10]=[C:9]([CH2:13][S:14]([C:15]2[NH:16][C:17]3[CH:23]=[CH:22][CH:21]=[CH:20][C:18]=3[N:19]=2)=[O:25])[C:8]=1[CH3:24]. The yield is 0.327. (4) The reactants are [Cl:1][C:2]1[CH:7]=[CH:6][CH:5]=[CH:4][C:3]=1[C:8]1[N:12]([C:13]2[C:20]3[S:19][C:18]([NH:21]C(C4CC4)=O)=[N:17][C:16]=3[NH:15][N:14]=2)[CH:11]=[N:10][CH:9]=1.Cl(O)(=O)(=O)=O. The catalyst is O.CCO. The product is [Cl:1][C:2]1[CH:7]=[CH:6][CH:5]=[CH:4][C:3]=1[C:8]1[N:12]([C:13]2[C:20]3[S:19][C:18]([NH2:21])=[N:17][C:16]=3[NH:15][N:14]=2)[CH:11]=[N:10][CH:9]=1. The yield is 0.920. (5) The reactants are [CH2:1]([O:8][CH2:9][N:10]1[C:14]2[CH:15]=[N:16][N:17]([CH2:20][O:21][CH2:22][CH2:23][Si:24]([CH3:27])([CH3:26])[CH3:25])[C:18](=[O:19])[C:13]=2[C:12](C=O)=[CH:11]1)[C:2]1[CH:7]=[CH:6][CH:5]=[CH:4][CH:3]=1.O1[CH2:34][CH2:33][CH2:32][CH2:31]1.[C:35]1([Mg]Br)[CH:40]=CC=C[CH:36]=1.[Cl-].[NH4+].[O:45]1CCCC1. The yield is 0.730. No catalyst specified. The product is [CH2:1]([O:8][CH2:9][N:10]1[C:14]2[CH:15]=[N:16][N:17]([CH2:20][O:21][CH2:22][CH2:23][Si:24]([CH3:26])([CH3:25])[CH3:27])[C:18](=[O:19])[C:13]=2[C:12]([OH:45])=[C:11]1[CH2:31][C:32]1[CH:40]=[CH:35][CH:36]=[CH:34][CH:33]=1)[C:2]1[CH:3]=[CH:4][CH:5]=[CH:6][CH:7]=1. (6) The reactants are [C:1]([N:8]1[CH2:13][CH2:12][NH:11][CH2:10][CH2:9]1)(OC(C)(C)C)=O.CS(OC[CH2:20][C:21]1[CH:26]=[CH:25][C:24]([Br:27])=[CH:23][CH:22]=1)(=O)=O.C(=O)([O-])[O-].[Cs+].[Cs+]. The catalyst is C(#N)C.C(OCC)(=O)C. The product is [Br:27][C:24]1[CH:25]=[CH:26][C:21]([CH2:20][CH2:1][N:8]2[CH2:9][CH2:10][NH:11][CH2:12][CH2:13]2)=[CH:22][CH:23]=1. The yield is 1.00. (7) The reactants are Cl.[N:2]1[CH:7]=[CH:6][CH:5]=[C:4]([S:8](Cl)(=[O:10])=[O:9])[CH:3]=1.Cl.[NH2:13][CH2:14][CH2:15][CH2:16][CH2:17][CH2:18][C:19]([O:21][CH3:22])=[O:20].C(N(CC)CC)C. The catalyst is C(#N)C. The product is [CH3:22][O:21][C:19](=[O:20])[CH2:18][CH2:17][CH2:16][CH2:15][CH2:14][NH:13][S:8]([C:4]1[CH:3]=[N:2][CH:7]=[CH:6][CH:5]=1)(=[O:10])=[O:9]. The yield is 0.760. (8) The catalyst is C1COCC1.CO.O. The product is [CH2:18]([O:17][C:14]1[CH:15]=[CH:16][C:11]([C:10]([NH:9][C:6]([CH3:8])([CH3:7])[C:5]([OH:26])=[O:4])=[O:25])=[CH:12][CH:13]=1)[C:19]1[CH:20]=[CH:21][CH:22]=[CH:23][CH:24]=1. The yield is 0.900. The reactants are [Li+].[OH-].C[O:4][C:5](=[O:26])[C:6]([NH:9][C:10](=[O:25])[C:11]1[CH:16]=[CH:15][C:14]([O:17][CH2:18][C:19]2[CH:24]=[CH:23][CH:22]=[CH:21][CH:20]=2)=[CH:13][CH:12]=1)([CH3:8])[CH3:7].O.C(O)(=O)CC(CC(O)=O)(C(O)=O)O. (9) The reactants are [NH2:1][CH2:2][CH2:3][CH2:4][N:5]1[C:13]2[C:8](=[CH:9][C:10]([Br:14])=[CH:11][CH:12]=2)[C:7]2([O:19][CH2:18][CH2:17][CH2:16][O:15]2)[C:6]1=O.N. The catalyst is CCO. The product is [Br:14][C:10]1[CH:11]=[CH:12][C:13]2[N:5]3[CH2:4][CH2:3][CH2:2][N:1]=[C:6]3[C:7]3([O:19][CH2:18][CH2:17][CH2:16][O:15]3)[C:8]=2[CH:9]=1. The yield is 0.660.